This data is from Merck oncology drug combination screen with 23,052 pairs across 39 cell lines. The task is: Regression. Given two drug SMILES strings and cell line genomic features, predict the synergy score measuring deviation from expected non-interaction effect. (1) Drug 1: Nc1ccn(C2OC(CO)C(O)C2(F)F)c(=O)n1. Drug 2: CNC(=O)c1cc(Oc2ccc(NC(=O)Nc3ccc(Cl)c(C(F)(F)F)c3)cc2)ccn1. Cell line: A2058. Synergy scores: synergy=-15.0. (2) Drug 1: NC(=O)c1cccc2cn(-c3ccc(C4CCCNC4)cc3)nc12. Drug 2: COC1CC2CCC(C)C(O)(O2)C(=O)C(=O)N2CCCCC2C(=O)OC(C(C)CC2CCC(OP(C)(C)=O)C(OC)C2)CC(=O)C(C)C=C(C)C(O)C(OC)C(=O)C(C)CC(C)C=CC=CC=C1C. Cell line: NCIH460. Synergy scores: synergy=10.8.